Dataset: Catalyst prediction with 721,799 reactions and 888 catalyst types from USPTO. Task: Predict which catalyst facilitates the given reaction. Reactant: [NH2:1][C:2]1[S:3][C:4]([C:9]([CH3:12])([CH3:11])[CH3:10])=[CH:5][C:6]=1[C:7]#[N:8].[H-].[Na+].F[C:16]1[CH:21]=[CH:20][CH:19]=[CH:18][C:17]=1[N+:22]([O-:24])=[O:23].Cl. Product: [C:9]([C:4]1[S:3][C:2]([NH:1][C:16]2[CH:21]=[CH:20][CH:19]=[CH:18][C:17]=2[N+:22]([O-:24])=[O:23])=[C:6]([C:7]#[N:8])[CH:5]=1)([CH3:12])([CH3:11])[CH3:10]. The catalyst class is: 1.